From a dataset of Reaction yield outcomes from USPTO patents with 853,638 reactions. Predict the reaction yield, written as a fraction of the theoretical maximum amount of product (1.0 means a 100% yield; for example, 0.34 means a 34% yield). (1) The reactants are Cl.[C:2]([C:6]1[CH:26]=[CH:25][C:9]([CH2:10][NH:11][CH2:12][CH2:13][C:14]2[CH:19]=[C:18]([C:20]([F:23])([F:22])[F:21])[CH:17]=[C:16]([F:24])[CH:15]=2)=[CH:8][CH:7]=1)([CH3:5])([CH3:4])[CH3:3].[Cl:27][C:28]1[C:29]([F:41])=[C:30]([CH:34]=[C:35]([C:37]([F:40])([F:39])[F:38])[CH:36]=1)[C:31](O)=[O:32].CN(C(ON1N=NC2C=CC=CC1=2)=[N+](C)C)C.F[P-](F)(F)(F)(F)F.Cl.C([O-])(O)=O.[Na+]. The catalyst is C1COCC1.CO.O.CCN(CC)CC. The product is [C:2]([C:6]1[CH:7]=[CH:8][C:9]([CH2:10][N:11]([CH2:12][CH2:13][C:14]2[CH:19]=[C:18]([C:20]([F:23])([F:21])[F:22])[CH:17]=[C:16]([F:24])[CH:15]=2)[C:31](=[O:32])[C:30]2[CH:34]=[C:35]([C:37]([F:38])([F:39])[F:40])[CH:36]=[C:28]([Cl:27])[C:29]=2[F:41])=[CH:25][CH:26]=1)([CH3:5])([CH3:3])[CH3:4]. The yield is 0.681. (2) The reactants are O[CH2:2][C:3]1[S:7][C:6]([C:8]2[NH:9][C:10]3[C:15]([CH:16]=2)=[C:14]([CH3:17])[CH:13]=[CH:12][C:11]=3[N:18]([CH3:27])[S:19]([C:22]2[S:23][CH:24]=[CH:25][CH:26]=2)(=[O:21])=[O:20])=[N:5][CH:4]=1.S(Cl)([Cl:30])=O. The catalyst is O1CCCC1.CN(C)C=O.C(OCC)(=O)C. The product is [Cl:30][CH2:2][C:3]1[S:7][C:6]([C:8]2[NH:9][C:10]3[C:15]([CH:16]=2)=[C:14]([CH3:17])[CH:13]=[CH:12][C:11]=3[N:18]([CH3:27])[S:19]([C:22]2[S:23][CH:24]=[CH:25][CH:26]=2)(=[O:21])=[O:20])=[N:5][CH:4]=1. The yield is 0.740. (3) The reactants are [C:1]([O:5][C:6]([N:8]1[CH2:12][CH2:11][CH2:10][C@@H:9]1[CH2:13][O:14][C:15]1[CH:20]=[CH:19][C:18]([OH:21])=[CH:17][CH:16]=1)=[O:7])([CH3:4])([CH3:3])[CH3:2].[F:22][C:23]1[CH:30]=[CH:29][C:26]([CH2:27]Br)=[CH:25][CH:24]=1. No catalyst specified. The product is [C:1]([O:5][C:6]([N:8]1[CH2:12][CH2:11][CH2:10][C@@H:9]1[CH2:13][O:14][C:15]1[CH:20]=[CH:19][C:18]([O:21][CH2:27][C:26]2[CH:29]=[CH:30][C:23]([F:22])=[CH:24][CH:25]=2)=[CH:17][CH:16]=1)=[O:7])([CH3:4])([CH3:2])[CH3:3]. The yield is 0.500. (4) The reactants are C(=O)(O)[O-].[Na+].O.[OH:7][CH:8]1[CH2:13][CH2:12][NH:11][CH2:10][CH2:9]1.[N:14]#[C:15]Br. The catalyst is C(Cl)Cl. The product is [C:15]([N:11]1[CH2:12][CH2:13][CH:8]([OH:7])[CH2:9][CH2:10]1)#[N:14]. The yield is 0.910. (5) The reactants are [CH:1]([N:4]1[CH2:9][CH2:8][N:7]([C:10]([C:12]2[N:13]=[C:14]([CH2:17]OC(=O)C(C)(C)C)[S:15][CH:16]=2)=[O:11])[CH2:6][CH2:5]1)([CH3:3])[CH3:2].Cl.Cl.C(N1CCNCC1)(C)C.O[N:37]1[C:41]2C=[CH:43][CH:44]=[CH:45][C:40]=2N=N1.CN1CCOCC1.Cl.CN(C)CCCN=C=NCC. The catalyst is C(Cl)Cl. The product is [CH:1]([N:4]1[CH2:5][CH2:6][N:7]([C:10]([C:12]2[N:13]=[C:14]([CH2:17][N:37]3[CH2:43][CH2:44][CH2:45][CH2:40][CH2:41]3)[S:15][CH:16]=2)=[O:11])[CH2:8][CH2:9]1)([CH3:2])[CH3:3]. The yield is 0.460. (6) The reactants are [N:1]1[CH:6]=[CH:5][CH:4]=[CH:3][C:2]=1[C:7]1[N:11]=[C:10]([C:12]2[CH:17]=[C:16]([OH:18])[CH:15]=[C:14]([C:19]#[N:20])[CH:13]=2)[O:9][N:8]=1.C(=O)([O-])[O-].[K+].[K+].I[CH:28]([CH3:30])[CH3:29]. The catalyst is CN(C)C=O.ClCCl. The product is [N:1]1[CH:6]=[CH:5][CH:4]=[CH:3][C:2]=1[C:7]1[N:11]=[C:10]([C:12]2[CH:17]=[C:16]([O:18][CH:28]([CH3:30])[CH3:29])[CH:15]=[C:14]([C:19]#[N:20])[CH:13]=2)[O:9][N:8]=1. The yield is 0.680. (7) The reactants are Br[C:2]1[CH:3]=[N:4][C:5]([Cl:8])=[N:6][CH:7]=1.[CH2:9]([NH:11][C:12]([NH:14][C:15]1[S:16][C:17]2[C:23]([C:24]3[CH:29]=[CH:28][CH:27]=[CH:26][N:25]=3)=[CH:22][C:21](C3C=NC(B(O)O)=NC=3)=[CH:20][C:18]=2[N:19]=1)=[O:13])[CH3:10].[O-]P([O-])([O-])=O.[K+].[K+].[K+]. The catalyst is CN(C=O)C.C1C=CC(P(C2C=CC=CC=2)C2C=CC=CC=2)=CC=1.C1C=CC(P(C2C=CC=CC=2)C2C=CC=CC=2)=CC=1.Cl[Pd]Cl. The product is [Cl:8][C:5]1[N:4]=[CH:3][C:2]([C:21]2[CH:22]=[C:23]([C:24]3[CH:29]=[CH:28][CH:27]=[CH:26][N:25]=3)[C:17]3[S:16][C:15]([NH:14][C:12]([NH:11][CH2:9][CH3:10])=[O:13])=[N:19][C:18]=3[CH:20]=2)=[CH:7][N:6]=1. The yield is 0.500. (8) The reactants are C1(P(C2CCCCC2)C2C=CC=CC=2C2C=CC=CC=2)CCCCC1.P([O-])([O-])([O-])=O.[K+].[K+].[K+].[CH2:34]([O:36][CH2:37][CH2:38][O:39][C:40]1[CH:41]=[C:42](/[CH:47]=[C:48](\[O:54][CH2:55][CH3:56])/[C:49]([O:51][CH2:52][CH3:53])=[O:50])[CH:43]=[CH:44][C:45]=1I)[CH3:35].[CH3:57][N:58]([C:67]1[CH:68]=[C:69](B(O)O)[CH:70]=[CH:71][CH:72]=1)[C:59]([NH:61][CH2:62][CH2:63][CH2:64][CH2:65][CH3:66])=[O:60]. The catalyst is CN(C)C=O.C([O-])(=O)C.[Pd+2].C([O-])(=O)C.C(OCC)(=O)C.O. The product is [CH2:55]([O:54]/[C:48](=[CH:47]\[C:42]1[CH:43]=[CH:44][C:45]([C:69]2[CH:70]=[CH:71][CH:72]=[C:67]([N:58]([CH3:57])[C:59]([NH:61][CH2:62][CH2:63][CH2:64][CH2:65][CH3:66])=[O:60])[CH:68]=2)=[C:40]([O:39][CH2:38][CH2:37][O:36][CH2:34][CH3:35])[CH:41]=1)/[C:49]([O:51][CH2:52][CH3:53])=[O:50])[CH3:56]. The yield is 0.120. (9) The reactants are CC(O[C:6]([NH:8][C@@H:9]([CH2:19][C:20]1[CH:25]=[CH:24][C:23]([C:26]2[N:27]=[C:28]3[C:33]([CH3:34])=[CH:32][CH:31]=[CH:30][N:29]3[CH:35]=2)=[CH:22][CH:21]=1)[CH2:10][CH2:11][C:12]([O:14]C(C)(C)C)=[O:13])=[O:7])(C)C.FC(F)(F)C(O)=O.C([SiH](CC)CC)C.C(NC(C)C)(C)C.[Cl:57][C:58]1[CH:59]=[C:60]([CH:75]=[CH:76][C:77]=1[O:78][CH:79]([CH3:81])[CH3:80])C(OC1C(F)=C(F)C(F)=C(F)C=1F)=O. The catalyst is C(Cl)Cl. The product is [Cl:57][C:58]1[CH:59]=[C:60]([C:6]([NH:8][C@@H:9]([CH2:19][C:20]2[CH:21]=[CH:22][C:23]([C:26]3[N:27]=[C:28]4[C:33]([CH3:34])=[CH:32][CH:31]=[CH:30][N:29]4[CH:35]=3)=[CH:24][CH:25]=2)[CH2:10][CH2:11][C:12]([OH:14])=[O:13])=[O:7])[CH:75]=[CH:76][C:77]=1[O:78][CH:79]([CH3:81])[CH3:80]. The yield is 0.610. (10) The reactants are CN.[C:3]([O:7][C:8](=[O:23])[NH:9][CH2:10][CH:11]1[CH2:15][CH2:14][N:13](CC2C=CC=CC=2)[CH2:12]1)([CH3:6])([CH3:5])[CH3:4].OCC1(OC[C@@H](O)[C@@H](O)[C@H]1O)O. The catalyst is CO.[Pd]. The product is [C:3]([O:7][C:8](=[O:23])[NH2:9])([CH3:6])([CH3:5])[CH3:4].[CH3:8][NH:9][CH2:10][CH:11]1[CH2:15][CH2:14][NH:13][CH2:12]1. The yield is 0.920.